Dataset: TCR-epitope binding with 47,182 pairs between 192 epitopes and 23,139 TCRs. Task: Binary Classification. Given a T-cell receptor sequence (or CDR3 region) and an epitope sequence, predict whether binding occurs between them. The epitope is KRWIILGLNK. The TCR CDR3 sequence is CASSSQENTEAFF. Result: 1 (the TCR binds to the epitope).